Dataset: Catalyst prediction with 721,799 reactions and 888 catalyst types from USPTO. Task: Predict which catalyst facilitates the given reaction. (1) Reactant: [CH2:1]1[C:11]2=[C:12]3[C:7](=[CH:8][CH:9]=[CH:10]2)[CH2:6][CH2:5][C:4](=[O:13])[N:3]3[CH2:2]1.[Br:14]N1C(=O)CCC1=O.O.CC(C)=O.CCOCC. Product: [Br:14][C:9]1[CH:8]=[C:7]2[C:12]3=[C:11]([CH2:1][CH2:2][N:3]3[C:4](=[O:13])[CH2:5][CH2:6]2)[CH:10]=1. The catalyst class is: 3. (2) Reactant: [CH3:1][C:2]1[CH:7]=[CH:6][C:5]([C:8]2[N:16]=[C:15]3[N:10]([CH:11]=[C:12]([CH3:17])[CH:13]=[CH:14]3)[C:9]=2[CH2:18][C:19](O)=[O:20])=[CH:4][CH:3]=1.S(Cl)(Cl)=O.[CH3:26][N:27](C)[CH:28]=O. Product: [CH3:1][C:2]1[CH:3]=[CH:4][C:5]([C:8]2[N:16]=[C:15]3[N:10]([CH:11]=[C:12]([CH3:17])[CH:13]=[CH:14]3)[C:9]=2[CH2:18][C:19]([N:27]([CH3:28])[CH3:26])=[O:20])=[CH:6][CH:7]=1. The catalyst class is: 11. (3) Reactant: Cl[C:2]1[N:7]=[C:6]([C:8]2[CH:9]=[C:10]([NH:14][C:15](=[O:17])[CH3:16])[CH:11]=[CH:12][CH:13]=2)[CH:5]=[C:4]([C:18]2[CH:23]=[CH:22][C:21]([O:24][C:25]3[CH:30]=[CH:29][CH:28]=[CH:27][CH:26]=3)=[CH:20][CH:19]=2)[C:3]=1[C:31]#[N:32].[NH2:33][NH2:34]. Product: [NH2:32][C:31]1[C:3]2[C:2](=[N:7][C:6]([C:8]3[CH:9]=[C:10]([NH:14][C:15](=[O:17])[CH3:16])[CH:11]=[CH:12][CH:13]=3)=[CH:5][C:4]=2[C:18]2[CH:19]=[CH:20][C:21]([O:24][C:25]3[CH:30]=[CH:29][CH:28]=[CH:27][CH:26]=3)=[CH:22][CH:23]=2)[NH:34][N:33]=1. The catalyst class is: 41.